This data is from NCI-60 drug combinations with 297,098 pairs across 59 cell lines. The task is: Regression. Given two drug SMILES strings and cell line genomic features, predict the synergy score measuring deviation from expected non-interaction effect. Drug 2: CC1=C(C(=O)C2=C(C1=O)N3CC4C(C3(C2COC(=O)N)OC)N4)N. Drug 1: CC1=C(C=C(C=C1)C(=O)NC2=CC(=CC(=C2)C(F)(F)F)N3C=C(N=C3)C)NC4=NC=CC(=N4)C5=CN=CC=C5. Cell line: U251. Synergy scores: CSS=29.5, Synergy_ZIP=4.90, Synergy_Bliss=2.36, Synergy_Loewe=-26.5, Synergy_HSA=-3.51.